Dataset: Reaction yield outcomes from USPTO patents with 853,638 reactions. Task: Predict the reaction yield, written as a fraction of the theoretical maximum amount of product (1.0 means a 100% yield; for example, 0.34 means a 34% yield). (1) The reactants are [Cl-].O[NH3+:3].[C:4](=[O:7])([O-])[OH:5].[Na+].CS(C)=O.[CH2:13]([C:17]1[N:21]([CH2:22][C:23]2[CH:28]=[CH:27][C:26]([C:29]3[C:30]([C:35]#[N:36])=[CH:31][CH:32]=[CH:33][CH:34]=3)=[CH:25][CH:24]=2)[C:20](=[O:37])[N:19]([CH:38]([CH2:40][CH3:41])[CH3:39])[N:18]=1)[CH2:14][CH2:15][CH3:16]. The catalyst is C(OCC)(=O)C. The product is [CH2:13]([C:17]1[N:21]([CH2:22][C:23]2[CH:28]=[CH:27][C:26]([C:29]3[CH:34]=[CH:33][CH:32]=[CH:31][C:30]=3[C:35]3[NH:3][C:4](=[O:7])[O:5][N:36]=3)=[CH:25][CH:24]=2)[C:20](=[O:37])[N:19]([CH:38]([CH2:40][CH3:41])[CH3:39])[N:18]=1)[CH2:14][CH2:15][CH3:16]. The yield is 0.200. (2) The reactants are ClC(Cl)C(O)=O.CO.COC1C=CC(C([O:30][CH2:31][CH2:32][O:33][CH2:34][CH2:35][O:36][CH2:37][CH2:38][O:39][CH2:40][CH2:41][O:42][N:43]2[C:47](=[O:48])[C:46]3=[CH:49][CH:50]=[CH:51][CH:52]=[C:45]3[C:44]2=[O:53])(C2C=CC=CC=2)C2C=CC(OC)=CC=2)=CC=1. The catalyst is C(Cl)Cl. The product is [C:44]1(=[O:53])[N:43]([O:42][CH2:41][CH2:40][O:39][CH2:38][CH2:37][O:36][CH2:35][CH2:34][O:33][CH2:32][CH2:31][OH:30])[C:47](=[O:48])[C:46]2=[CH:49][CH:50]=[CH:51][CH:52]=[C:45]12. The yield is 0.720. (3) The catalyst is C1COCC1.O.C(Cl)Cl.[Cu].[O-]S([O-])(=O)=O.[Cu+2]. The reactants are [C:1]([O:5][C:6](=[O:79])[CH2:7][N:8]([CH2:71][C:72](=[O:78])[O:73][C:74]([CH3:77])([CH3:76])[CH3:75])[C:9](=[O:70])[CH2:10][N:11]1[CH:15]=[CH:14][N:13]=[C:12]1[CH2:16][N:17]([CH2:59][C:60]1[CH:65]=[CH:64][C:63]([O:66][CH2:67][C:68]#[CH:69])=[CH:62][CH:61]=1)[CH2:18][CH2:19][CH2:20][CH2:21][CH2:22][C:23](=[O:58])[NH:24][CH2:25][CH2:26][CH2:27][CH2:28][C@@H:29]([C:51]([O:53][C:54]([CH3:57])([CH3:56])[CH3:55])=[O:52])[NH:30][C:31](=[O:50])[NH:32][C@H:33]([C:43]([O:45][C:46]([CH3:49])([CH3:48])[CH3:47])=[O:44])[CH2:34][CH2:35][C:36]([O:38][C:39]([CH3:42])([CH3:41])[CH3:40])=[O:37])([CH3:4])([CH3:3])[CH3:2].[N:80]([CH2:83][CH2:84][CH2:85][NH2:86])=[N+:81]=[N-:82]. The yield is 0.250. The product is [NH2:86][CH2:85][CH2:84][CH2:83][N:80]1[CH:69]=[C:68]([CH2:67][O:66][C:63]2[CH:62]=[CH:61][C:60]([CH2:59][N:17]([CH2:18][CH2:19][CH2:20][CH2:21][CH2:22][C:23](=[O:58])[NH:24][CH2:25][CH2:26][CH2:27][CH2:28][C@@H:29]([C:51]([O:53][C:54]([CH3:55])([CH3:56])[CH3:57])=[O:52])[NH:30][C:31](=[O:50])[NH:32][C@H:33]([C:43]([O:45][C:46]([CH3:47])([CH3:48])[CH3:49])=[O:44])[CH2:34][CH2:35][C:36]([O:38][C:39]([CH3:42])([CH3:41])[CH3:40])=[O:37])[CH2:16][C:12]3[N:11]([CH2:10][C:9]([N:8]([CH2:7][C:6]([O:5][C:1]([CH3:2])([CH3:3])[CH3:4])=[O:79])[CH2:71][C:72](=[O:78])[O:73][C:74]([CH3:77])([CH3:76])[CH3:75])=[O:70])[CH:15]=[CH:14][N:13]=3)=[CH:65][CH:64]=2)[N:82]=[N:81]1. (4) The reactants are C(OC([N:8]([CH2:13][CH2:14][NH:15][S:16]([C:19]1[CH:24]=[CH:23][CH:22]=[CH:21][C:20]=1[N+:25]([O-:27])=[O:26])(=[O:18])=[O:17])[CH2:9][C:10](O)=[O:11])=O)(C)(C)C.C1(N=C=NC2CCCCC2)CCCCC1.[Cl:43]CCl. No catalyst specified. The product is [ClH:43].[N+:25]([C:20]1[CH:21]=[CH:22][CH:23]=[CH:24][C:19]=1[S:16]([N:15]1[CH2:14][CH2:13][NH:8][CH2:9][C:10]1=[O:11])(=[O:18])=[O:17])([O-:27])=[O:26]. The yield is 0.790.